Dataset: Forward reaction prediction with 1.9M reactions from USPTO patents (1976-2016). Task: Predict the product of the given reaction. Given the reactants [CH3:1][C:2]1[C:3]2[N:4]([C:18]([C:21](O)=[O:22])=[CH:19][N:20]=2)[CH:5]=[C:6]([C:8]2[CH:13]=[CH:12][C:11]([C:14]([F:17])([F:16])[F:15])=[CH:10][CH:9]=2)[CH:7]=1.[NH2:24][C:25]1[CH:34]=[CH:33][C:28]([C:29]([NH:31]O)=[NH:30])=[CH:27][N:26]=1, predict the reaction product. The product is: [CH3:1][C:2]1[C:3]2[N:4]([C:18]([C:21]3[O:22][N:31]=[C:29]([C:28]4[CH:33]=[CH:34][C:25]([NH2:24])=[N:26][CH:27]=4)[N:30]=3)=[CH:19][N:20]=2)[CH:5]=[C:6]([C:8]2[CH:13]=[CH:12][C:11]([C:14]([F:15])([F:16])[F:17])=[CH:10][CH:9]=2)[CH:7]=1.